This data is from Catalyst prediction with 721,799 reactions and 888 catalyst types from USPTO. The task is: Predict which catalyst facilitates the given reaction. (1) Reactant: [NH2:1][C:2]1([CH3:15])[CH2:7][CH2:6][N:5]([C:8]([O:10][C:11]([CH3:14])([CH3:13])[CH3:12])=[O:9])[CH2:4][CH2:3]1.C(=O)([O-])[O-].[K+].[K+].Br[CH2:23][CH2:24][CH2:25][CH2:26]Br. Product: [CH3:15][C:2]1([N:1]2[CH2:26][CH2:25][CH2:24][CH2:23]2)[CH2:3][CH2:4][N:5]([C:8]([O:10][C:11]([CH3:14])([CH3:13])[CH3:12])=[O:9])[CH2:6][CH2:7]1. The catalyst class is: 10. (2) Reactant: C(O)(=O)C.O=C1[C:11](=[O:12])[CH:10]2[CH:8]([CH2:9]2)[C:7]1=[O:13].[CH2:14]([NH2:21])[C:15]1[CH:20]=[CH:19][CH:18]=[CH:17][CH:16]=1. Product: [CH2:14]([N:21]1[C:7](=[O:13])[CH:8]2[CH:10]([CH2:9]2)[C:11]1=[O:12])[C:15]1[CH:20]=[CH:19][CH:18]=[CH:17][CH:16]=1. The catalyst class is: 6. (3) Reactant: [OH:1][C:2]1[C:3]2[CH:14]=[CH:13][CH:12]=[CH:11][C:4]=2[S:5][C:6]=1[C:7]([O:9]C)=[O:8].O.[OH-].[Li+].O. Product: [OH:1][C:2]1[C:3]2[CH:14]=[CH:13][CH:12]=[CH:11][C:4]=2[S:5][C:6]=1[C:7]([OH:9])=[O:8]. The catalyst class is: 7. (4) Reactant: [C:1]([O:5][C:6]([N:8]1[CH2:12][C@H:11]([OH:13])[CH2:10][C@@H:9]1[C:14]([OH:16])=O)=[O:7])([CH3:4])([CH3:3])[CH3:2].CN(C(ON1N=NC2C=CC=CC1=2)=[N+](C)C)C.[B-](F)(F)(F)F.[CH3:39][C:40]1[CH:41]=[C:42]([CH:57]=[CH:58][C:59]=1[S:60][CH3:61])[O:43][C:44]1[CH:49]=[CH:48][C:47]([S:50]([NH2:53])(=[O:52])=[O:51])=[CH:46][C:45]=1[CH2:54][NH:55][CH3:56].C(N(C(C)C)C(C)C)C. Product: [OH:13][C@H:11]1[CH2:12][N:8]([C:6]([O:5][C:1]([CH3:2])([CH3:3])[CH3:4])=[O:7])[C@@H:9]([C:14](=[O:16])[N:55]([CH3:56])[CH2:54][C:45]2[CH:46]=[C:47]([S:50](=[O:51])(=[O:52])[NH2:53])[CH:48]=[CH:49][C:44]=2[O:43][C:42]2[CH:57]=[CH:58][C:59]([S:60][CH3:61])=[C:40]([CH3:39])[CH:41]=2)[CH2:10]1. The catalyst class is: 18. (5) Reactant: [Br:1][C:2]1[CH:3]=[C:4]([CH:14]=[CH:15][CH:16]=1)[O:5][CH2:6][CH2:7][CH2:8][C:9]([O:11]CC)=[O:10].[OH-].[Li+]. Product: [Br:1][C:2]1[CH:3]=[C:4]([CH:14]=[CH:15][CH:16]=1)[O:5][CH2:6][CH2:7][CH2:8][C:9]([OH:11])=[O:10]. The catalyst class is: 20.